From a dataset of Catalyst prediction with 721,799 reactions and 888 catalyst types from USPTO. Predict which catalyst facilitates the given reaction. (1) Reactant: [NH:1]1[CH2:5][CH2:4][CH2:3][CH2:2]1.C1CC=CC=1.[CH2:11]1[CH:15]2C3C=C[CH:18]([CH:14]2[CH:13]=[CH:12]1)[CH2:17]3.O=C(C)CCCC#N.[Cl-].[Na+]. Product: [C:14]1(=[C:18]([CH3:17])[CH2:5][CH2:4][CH2:3][C:2]#[N:1])[CH:15]=[CH:11][CH:12]=[CH:13]1. The catalyst class is: 5. (2) Reactant: Cl[C:2]1[CH:7]=[C:6]([CH:8]([S:17][C:18]2[CH:23]=[CH:22][C:21]([Cl:24])=[CH:20][CH:19]=2)[C:9]2[CH:14]=[C:13]([F:15])[CH:12]=[CH:11][C:10]=2[F:16])[C:5]([Cl:25])=[CH:4][N:3]=1.[NH2:26][CH:27]1[CH2:32][CH2:31][N:30]([C:33]([O:35][C:36]([CH3:39])([CH3:38])[CH3:37])=[O:34])[CH2:29][CH2:28]1. The catalyst class is: 12. Product: [Cl:25][C:5]1[C:6]([CH:8]([S:17][C:18]2[CH:23]=[CH:22][C:21]([Cl:24])=[CH:20][CH:19]=2)[C:9]2[CH:14]=[C:13]([F:15])[CH:12]=[CH:11][C:10]=2[F:16])=[CH:7][C:2]([NH:26][CH:27]2[CH2:28][CH2:29][N:30]([C:33]([O:35][C:36]([CH3:39])([CH3:38])[CH3:37])=[O:34])[CH2:31][CH2:32]2)=[N:3][CH:4]=1. (3) Reactant: [F:8][C:7]([F:10])([F:9])[C:6](O[C:6](=[O:11])[C:7]([F:10])([F:9])[F:8])=[O:11].[F-:14].[K+].[F:16][C:17]([F:24])([F:23])[C:18]([F:22])=[C:19]([F:21])[F:20]. Product: [F:10][C:7]([F:8])([F:9])[C:6](=[O:11])[C:18]([F:22])([C:19]([F:14])([F:21])[F:20])[C:17]([F:24])([F:23])[F:16]. The catalyst class is: 270.